Dataset: Forward reaction prediction with 1.9M reactions from USPTO patents (1976-2016). Task: Predict the product of the given reaction. (1) Given the reactants Cl.[NH2:2][C@@H:3]([CH2:8][CH2:9][CH2:10][NH:11][C:12]([O:14][C:15]([CH3:18])([CH3:17])[CH3:16])=[O:13])[C:4]([O:6][CH3:7])=[O:5].[CH2:19]([N:26]1[CH:31]=[CH:30][CH:29]=[C:28]([C:32](O)=[O:33])[C:27]1=[O:35])[C:20]1[CH:25]=[CH:24][CH:23]=[CH:22][CH:21]=1.C(N(C(C)C)CC)(C)C.CN(C(ON1N=NC2C=CC=CC1=2)=[N+](C)C)C.F[P-](F)(F)(F)(F)F, predict the reaction product. The product is: [CH2:19]([N:26]1[CH:31]=[CH:30][CH:29]=[C:28]([C:32]([NH:2][C@@H:3]([CH2:8][CH2:9][CH2:10][NH:11][C:12]([O:14][C:15]([CH3:18])([CH3:17])[CH3:16])=[O:13])[C:4]([O:6][CH3:7])=[O:5])=[O:33])[C:27]1=[O:35])[C:20]1[CH:21]=[CH:22][CH:23]=[CH:24][CH:25]=1. (2) The product is: [N+:3]([C:6]1[CH:11]=[CH:10][C:9]([N:12]2[CH2:16][CH2:15][CH:14]([O:17][CH2:19][CH2:20][CH2:21][Si:22]([CH3:25])([CH3:24])[CH3:23])[CH2:13]2)=[CH:8][CH:7]=1)([O-:5])=[O:4]. Given the reactants [H-].[Na+].[N+:3]([C:6]1[CH:11]=[CH:10][C:9]([N:12]2[CH2:16][CH2:15][CH:14]([OH:17])[CH2:13]2)=[CH:8][CH:7]=1)([O-:5])=[O:4].Cl[CH2:19][CH2:20][CH2:21][Si:22]([CH3:25])([CH3:24])[CH3:23].O, predict the reaction product. (3) The product is: [C:22]([NH:21][C:17]1[CH:16]=[C:15]([NH:14][C:11]([C:6]2[CH:5]=[C:4]3[C:9]([CH2:10][C:2](=[O:1])[NH:3]3)=[CH:8][CH:7]=2)=[O:13])[CH:20]=[CH:19][CH:18]=1)(=[O:29])[C:23]1[CH:24]=[CH:25][CH:26]=[CH:27][CH:28]=1. Given the reactants [O:1]=[C:2]1[CH2:10][C:9]2[C:4](=[CH:5][C:6]([C:11]([OH:13])=O)=[CH:7][CH:8]=2)[NH:3]1.[NH2:14][C:15]1[CH:16]=[C:17]([NH:21][C:22](=[O:29])[C:23]2[CH:28]=[CH:27][CH:26]=[CH:25][CH:24]=2)[CH:18]=[CH:19][CH:20]=1.C(N(CC)C(C)C)(C)C.CN(C(ON1N=NC2C=CC=NC1=2)=[N+](C)C)C.F[P-](F)(F)(F)(F)F, predict the reaction product. (4) Given the reactants [C:1]1([OH:11])[C:10]2[C:5](=[CH:6][CH:7]=[CH:8][CH:9]=2)[CH:4]=[CH:3][CH:2]=1.[CH3:12][O:13][CH2:14][CH2:15]Cl.[OH-].[Na+].C(O)C, predict the reaction product. The product is: [CH3:12][O:13][CH2:14][CH2:15][O:11][C:1]1[C:10]2[C:5](=[CH:6][CH:7]=[CH:8][CH:9]=2)[CH:4]=[CH:3][CH:2]=1. (5) Given the reactants [N:1]1[CH:6]=[CH:5][C:4]([C:7]2[CH:15]=[CH:14][CH:13]=[C:12]3[C:8]=2[CH2:9][C:10](=[O:16])[NH:11]3)=[CH:3][CH:2]=1.[CH2:17]([O:19][C:20]([C:22]1[NH:23][C:24]([CH:31]=O)=[C:25]2[C:30]=1[CH2:29][CH2:28][CH2:27][CH2:26]2)=[O:21])[CH3:18], predict the reaction product. The product is: [CH2:17]([O:19][C:20]([C:22]1[NH:23][C:24]([CH:31]=[C:9]2[C:8]3[C:12](=[CH:13][CH:14]=[CH:15][C:7]=3[C:4]3[CH:5]=[CH:6][N:1]=[CH:2][CH:3]=3)[NH:11][C:10]2=[O:16])=[C:25]2[C:30]=1[CH2:29][CH2:28][CH2:27][CH2:26]2)=[O:21])[CH3:18]. (6) Given the reactants [CH3:1][O:2][C:3]1[CH:8]=[CH:7][C:6]([C:9]2[C:10](=[O:23])[N:11]([CH2:19][C:20](O)=[O:21])[C:12]3([CH2:18][CH2:17][CH2:16][CH2:15][CH2:14]3)[N:13]=2)=[CH:5][CH:4]=1.C(Cl)(=O)C([Cl:27])=O, predict the reaction product. The product is: [CH3:1][O:2][C:3]1[CH:8]=[CH:7][C:6]([C:9]2[C:10](=[O:23])[N:11]([CH2:19][C:20]([Cl:27])=[O:21])[C:12]3([CH2:18][CH2:17][CH2:16][CH2:15][CH2:14]3)[N:13]=2)=[CH:5][CH:4]=1. (7) The product is: [Cl:13][C:4]1[CH:5]=[C:6]([C:8]([CH3:12])([CH3:11])[C:9]#[N:10])[CH:7]=[C:2]([CH:14]2[CH2:16][CH2:15]2)[N:3]=1. Given the reactants Cl[C:2]1[CH:7]=[C:6]([C:8]([CH3:12])([CH3:11])[C:9]#[N:10])[CH:5]=[C:4]([Cl:13])[N:3]=1.[CH:14]1(B(O)O)[CH2:16][CH2:15]1.P([O-])([O-])([O-])=O.[K+].[K+].[K+], predict the reaction product.